The task is: Predict the reactants needed to synthesize the given product.. This data is from Full USPTO retrosynthesis dataset with 1.9M reactions from patents (1976-2016). (1) Given the product [CH3:13][O:14][C:15]1[CH:22]=[CH:21][C:18]([CH:10]([CH3:11])[C:12]#[N:26])=[CH:17][CH:16]=1, predict the reactants needed to synthesize it. The reactants are: [Li]CCCC.C(N[CH:10]([CH3:12])[CH3:11])(C)C.[CH3:13][O:14][C:15]1[CH:22]=[CH:21][C:18](C#N)=[CH:17][CH:16]=1.BrCC1C2C=CC(O[Si](C(C)(C)C)(C)C)=CC=2O[N:26]=1. (2) Given the product [Br:17][C:13]1[C:12]([O:18][CH3:19])=[C:11]([C:1]2[CH:6]=[CH:5][CH:4]=[CH:3][CH:2]=2)[CH:16]=[CH:15][CH:14]=1, predict the reactants needed to synthesize it. The reactants are: [C:1]1(B(O)O)[CH:6]=[CH:5][CH:4]=[CH:3][CH:2]=1.Br[C:11]1[CH:16]=[CH:15][CH:14]=[C:13]([Br:17])[C:12]=1[O:18][CH3:19].C(=O)([O-])[O-].[K+].[K+]. (3) Given the product [ClH:10].[Cl:11][C:7]1[CH:6]=[C:5]2[C:4](=[C:9]([Cl:10])[CH:8]=1)[C:3](=[O:14])[N:34]([C:28]1[CH:29]=[CH:30][C:31]([O:32][CH3:33])=[C:26]([O:25][CH2:24][CH2:23][N:20]3[CH2:19][CH2:18][C:17]([CH3:35])([CH3:16])[CH2:22][CH2:21]3)[CH:27]=1)[CH2:12]2, predict the reactants needed to synthesize it. The reactants are: CO[C:3](=[O:14])[C:4]1[C:9]([Cl:10])=[CH:8][C:7]([Cl:11])=[CH:6][C:5]=1[CH2:12]Br.Cl.[CH3:16][C:17]1([CH3:35])[CH2:22][CH2:21][N:20]([CH2:23][CH2:24][O:25][C:26]2[CH:27]=[C:28]([NH2:34])[CH:29]=[CH:30][C:31]=2[O:32][CH3:33])[CH2:19][CH2:18]1.C([O-])(O)=O.[Na+]. (4) Given the product [N+:28]([C:25]1[CH:26]=[CH:27][C:22]([CH2:21][CH2:20][N:4]2[CH2:3][CH2:2][N:1]([CH:7]3[CH2:16][CH2:15][C:14]4[CH:13]=[C:12]([C:17]#[N:18])[CH:11]=[CH:10][C:9]=4[CH2:8]3)[CH2:6][CH2:5]2)=[CH:23][CH:24]=1)([O-:30])=[O:29], predict the reactants needed to synthesize it. The reactants are: [N:1]1([CH:7]2[CH2:16][CH2:15][C:14]3[CH:13]=[C:12]([C:17]#[N:18])[CH:11]=[CH:10][C:9]=3[CH2:8]2)[CH2:6][CH2:5][NH:4][CH2:3][CH2:2]1.Br[CH2:20][CH2:21][C:22]1[CH:27]=[CH:26][C:25]([N+:28]([O-:30])=[O:29])=[CH:24][CH:23]=1.CCN(C(C)C)C(C)C.[OH-].[Na+]. (5) Given the product [NH2:10][C:3]1[N:4]=[C:5]([CH3:9])[N:6]=[C:7]([N:12]([CH2:13][CH:14]2[CH2:15][CH2:16][N:17]([C:20](=[O:22])[CH:43]=[CH2:44])[CH2:18][CH2:19]2)[CH3:11])[C:2]=1[C:31]1[CH:32]=[CH:33][C:28]([O:27][C:34]2[CH:39]=[CH:38][CH:37]=[CH:36][CH:35]=2)=[CH:29][CH:30]=1, predict the reactants needed to synthesize it. The reactants are: Cl[C:2]1[C:3]([NH2:10])=[N:4][C:5]([CH3:9])=[N:6][C:7]=1Cl.[CH3:11][NH:12][CH2:13][CH:14]1[CH2:19][CH2:18][N:17]([C:20]([O:22]C(C)(C)C)=O)[CH2:16][CH2:15]1.[O:27]([C:34]1[CH:39]=[CH:38][C:37](B(O)O)=[CH:36][CH:35]=1)[C:28]1[CH:33]=[CH:32][CH:31]=[CH:30][CH:29]=1.[C:43](Cl)(=O)[CH:44]=C. (6) Given the product [F:20][C:21]([F:26])([F:25])[C:22]([OH:24])=[O:23].[NH2:12][CH2:11][CH2:10][S:9][C:6]1[CH:5]=[CH:4][C:3]([C:1]#[N:2])=[CH:8][N:7]=1, predict the reactants needed to synthesize it. The reactants are: [C:1]([C:3]1[CH:4]=[CH:5][C:6]([S:9][CH2:10][CH2:11][NH:12]C(=O)OC(C)(C)C)=[N:7][CH:8]=1)#[N:2].[F:20][C:21]([F:26])([F:25])[C:22]([OH:24])=[O:23].